Dataset: Forward reaction prediction with 1.9M reactions from USPTO patents (1976-2016). Task: Predict the product of the given reaction. (1) Given the reactants S(Cl)([Cl:4])(=O)=O.[Cl:6][C:7]1[CH:8]=[CH:9][C:10]([O:31][CH3:32])=[C:11]([C:13]2([F:30])[C:21]3[C:16](=[CH:17][C:18]([C:22]([F:25])([F:24])[F:23])=[CH:19][CH:20]=3)[N:15]([CH2:26]SC)[C:14]2=[O:29])[CH:12]=1, predict the reaction product. The product is: [Cl:6][C:7]1[CH:8]=[CH:9][C:10]([O:31][CH3:32])=[C:11]([C:13]2([F:30])[C:21]3[C:16](=[CH:17][C:18]([C:22]([F:25])([F:24])[F:23])=[CH:19][CH:20]=3)[N:15]([CH2:26][Cl:4])[C:14]2=[O:29])[CH:12]=1. (2) Given the reactants [OH-].[Li+].[F:3][C:4]1[CH:5]=[C:6]([C@H:11]2[N:16]([CH2:17][C:18]([O:20]C)=[O:19])[C:15](=[O:22])[C:14]3([CH2:28][O:27][CH2:26][CH2:25][O:24][CH2:23]3)[N:13]([CH3:29])[CH2:12]2)[CH:7]=[C:8]([F:10])[CH:9]=1, predict the reaction product. The product is: [F:10][C:8]1[CH:7]=[C:6]([C@H:11]2[N:16]([CH2:17][C:18]([OH:20])=[O:19])[C:15](=[O:22])[C:14]3([CH2:28][O:27][CH2:26][CH2:25][O:24][CH2:23]3)[N:13]([CH3:29])[CH2:12]2)[CH:5]=[C:4]([F:3])[CH:9]=1. (3) Given the reactants N[C:2]1[CH:7]=[CH:6][N:5]=[CH:4][C:3]=1[C:8]1[CH:22]=[C:21]([F:23])[CH:20]=[CH:19][C:9]=1[C:10]([N:12](C(C)C)C(C)C)=[O:11].C[Si](C)(C)N[Si](C)(C)C.[Na].C[Si]([N-][Si](C)(C)C)(C)C.[Na+], predict the reaction product. The product is: [F:23][C:21]1[CH:20]=[CH:19][C:9]2[C:10](=[O:11])[NH:12][C:2]3[C:3]([C:8]=2[CH:22]=1)=[CH:4][N:5]=[CH:6][CH:7]=3. (4) Given the reactants C([O:5][C:6]([C:8]1[CH:9]=[N:10][N:11]([C:14]2[CH:19]=[CH:18][C:17]([F:20])=[C:16]([Cl:21])[CH:15]=2)[C:12]=1[CH3:13])=[O:7])(C)(C)C.Cl.O1CCOCC1, predict the reaction product. The product is: [Cl:21][C:16]1[CH:15]=[C:14]([N:11]2[C:12]([CH3:13])=[C:8]([C:6]([OH:7])=[O:5])[CH:9]=[N:10]2)[CH:19]=[CH:18][C:17]=1[F:20]. (5) Given the reactants [NH2:1][C:2]1[CH:3]=[CH:4][C:5]2[CH2:11][CH2:10][CH2:9][C:8](=[O:12])[NH:7][C:6]=2[CH:13]=1.Cl[C:15]1[N:20]=[C:19]([NH:21][C:22]2[C:27]([O:28][CH:29]3[CH2:34][CH2:33][O:32][CH2:31][CH2:30]3)=[CH:26][CH:25]=[CH:24][C:23]=2[F:35])[C:18]([Cl:36])=[CH:17][N:16]=1, predict the reaction product. The product is: [Cl:36][C:18]1[C:19]([NH:21][C:22]2[C:27]([O:28][CH:29]3[CH2:30][CH2:31][O:32][CH2:33][CH2:34]3)=[CH:26][CH:25]=[CH:24][C:23]=2[F:35])=[N:20][C:15]([NH:1][C:2]2[CH:3]=[CH:4][C:5]3[CH2:11][CH2:10][CH2:9][C:8](=[O:12])[NH:7][C:6]=3[CH:13]=2)=[N:16][CH:17]=1. (6) Given the reactants [Cl:1][C:2]1[N:3]=[N:4][C:5](Cl)=[C:6]([C:15]2[CH:20]=[CH:19][C:18]([Cl:21])=[CH:17][CH:16]=2)[C:7]=1[C:8]1[CH:13]=[CH:12][C:11]([Cl:14])=[CH:10][CH:9]=1.O.[NH2:24][NH2:25], predict the reaction product. The product is: [Cl:1][C:2]1[N:3]=[N:4][C:5]([NH:24][NH2:25])=[C:6]([C:15]2[CH:16]=[CH:17][C:18]([Cl:21])=[CH:19][CH:20]=2)[C:7]=1[C:8]1[CH:13]=[CH:12][C:11]([Cl:14])=[CH:10][CH:9]=1.